This data is from Peptide-MHC class II binding affinity with 134,281 pairs from IEDB. The task is: Regression. Given a peptide amino acid sequence and an MHC pseudo amino acid sequence, predict their binding affinity value. This is MHC class II binding data. The peptide sequence is SMPFGKTPVLEIDGK. The MHC is DRB4_0101 with pseudo-sequence DRB4_0103. The binding affinity (normalized) is 0.159.